Dataset: Forward reaction prediction with 1.9M reactions from USPTO patents (1976-2016). Task: Predict the product of the given reaction. (1) Given the reactants [CH:1]1[CH:2]=[CH:3][C:4]2[S:14][C:13]3[CH:12]=[CH:11][CH:10]=[CH:9][C:8]=3[N:7]([CH2:15][C:16]34[CH2:23][CH2:22][N:19]([CH2:20][CH2:21]3)[CH2:18][CH2:17]4)[C:5]=2[CH:6]=1.[CH2:24]([OH:100])[C@H:25]1[O:30][C@@H:29]2[O:31][C@H:32]3[C@H:37]([OH:38])[C@@H:36]([OH:39])[C@@H:35]([O:40][C@H:41]4[C@H:46]([OH:47])[C@@H:45]([OH:48])[C@@H:44]([O:49][C@H:50]5[C@H:55]([OH:56])[C@@H:54]([OH:57])[C@@H:53]([O:58][C@H:59]6[C@H:64]([OH:65])[C@@H:63]([OH:66])[C@@H:62]([O:67][C@H:68]7[C@H:73]([OH:74])[C@@H:72]([OH:75])[C@@H:71]([O:76][C@H:77]8[C@H:83]([OH:84])[C@@H:82]([OH:85])[C@@H:80]([O:81][C@H:26]1[C@H:27]([OH:99])[C@H:28]2[OH:98])[O:79][C@@H:78]8[CH2:86][OH:87])[O:70][C@@H:69]7[CH2:88][OH:89])[O:61][C@@H:60]6[CH2:90][OH:91])[O:52][C@@H:51]5[CH2:92][OH:93])[O:43][C@@H:42]4[CH2:94][OH:95])[O:34][C@@H:33]3[CH2:96][OH:97].C(=O)=O, predict the reaction product. The product is: [CH:10]1[CH:11]=[CH:12][C:13]2[S:14][C:4]3[CH:3]=[CH:2][CH:1]=[CH:6][C:5]=3[N:7]([CH2:15][C:16]34[CH2:17][CH2:18][N:19]([CH2:20][CH2:21]3)[CH2:22][CH2:23]4)[C:8]=2[CH:9]=1.[CH2:90]([OH:91])[C@H:60]1[O:61][C@@H:62]2[O:67][C@H:68]3[C@H:73]([OH:74])[C@@H:72]([OH:75])[C@@H:71]([O:76][C@H:77]4[C@H:83]([OH:84])[C@@H:82]([OH:85])[C@@H:80]([O:81][C@H:26]5[C@H:27]([OH:99])[C@@H:28]([OH:98])[C@@H:29]([O:31][C@H:32]6[C@H:37]([OH:38])[C@@H:36]([OH:39])[C@@H:35]([O:40][C@H:41]7[C@H:46]([OH:47])[C@@H:45]([OH:48])[C@@H:44]([O:49][C@H:50]8[C@H:55]([OH:56])[C@@H:54]([OH:57])[C@@H:53]([O:58][C@H:59]1[C@H:64]([OH:65])[C@H:63]2[OH:66])[O:52][C@@H:51]8[CH2:92][OH:93])[O:43][C@@H:42]7[CH2:94][OH:95])[O:34][C@@H:33]6[CH2:96][OH:97])[O:30][C@@H:25]5[CH2:24][OH:100])[O:79][C@@H:78]4[CH2:86][OH:87])[O:70][C@@H:69]3[CH2:88][OH:89]. (2) Given the reactants [CH2:1]([O:5][C:6]1[CH:11]=[CH:10][C:9]([S:12]([O:15][C:16]2[C:25]([CH3:26])=[CH:24][CH:23]=[CH:22][C:17]=2[C:18]([O:20]C)=[O:19])(=[O:14])=[O:13])=[CH:8][CH:7]=1)[C:2]#[C:3][CH3:4].[I-].[Li+], predict the reaction product. The product is: [CH2:1]([O:5][C:6]1[CH:7]=[CH:8][C:9]([S:12]([O:15][C:16]2[C:25]([CH3:26])=[CH:24][CH:23]=[CH:22][C:17]=2[C:18]([OH:20])=[O:19])(=[O:14])=[O:13])=[CH:10][CH:11]=1)[C:2]#[C:3][CH3:4]. (3) Given the reactants I[C:2]1[N:3]=[CH:4][N:5]([C:7]([C:20]2[CH:25]=[CH:24][CH:23]=[CH:22][CH:21]=2)([C:14]2[CH:19]=[CH:18][CH:17]=[CH:16][CH:15]=2)[C:8]2[CH:13]=[CH:12][CH:11]=[CH:10][CH:9]=2)[CH:6]=1.C([Mg]Br)C.[CH3:30][C:31]1[CH:38]=[CH:37][CH:36]=[CH:35][C:32]=1[CH:33]=[O:34].C(N1C=C(C=O)N=C1)([C:40]1[CH:45]=[CH:44][CH:43]=[CH:42][CH:41]=1)([C:40]1[CH:45]=[CH:44][CH:43]=[CH:42][CH:41]=1)[C:40]1[CH:45]=[CH:44][CH:43]=[CH:42][CH:41]=1, predict the reaction product. The product is: [C:40]1([C:33]([C:32]2[CH:35]=[CH:36][CH:37]=[CH:38][C:31]=2[CH3:30])([C:6]2[N:5]([C:7]([C:8]3[CH:9]=[CH:10][CH:11]=[CH:12][CH:13]=3)([C:14]3[CH:19]=[CH:18][CH:17]=[CH:16][CH:15]=3)[C:20]3[CH:21]=[CH:22][CH:23]=[CH:24][CH:25]=3)[CH:4]=[N:3][CH:2]=2)[OH:34])[CH:45]=[CH:44][CH:43]=[CH:42][CH:41]=1. (4) Given the reactants C(OC(N1[CH2:13][CH2:12][N:11]([C:14]2[C:15]3[C:36]([O:37][CH3:38])=[CH:35][N:34]=[CH:33][C:16]=3[N:17]=[C:18]([C:20]3[CH:25]=[CH:24][N:23]=[C:22]([NH:26][C:27]4[CH:32]=[CH:31][CH:30]=[CH:29][CH:28]=4)[CH:21]=3)[N:19]=2)[CH2:10][CH2:9]1)=O)(C)(C)C.C(C1C=C(C(C)C)C=C(C(C)C)C=1S(Cl)(=O)=O)(C)C.N1CC[CH:61]([CH2:64][OH:65])CC1.CO, predict the reaction product. The product is: [CH3:38][O:37][C:36]1[C:15]2[C:14]([N:11]3[CH2:12][CH2:13][CH:61]([CH2:64][OH:65])[CH2:9][CH2:10]3)=[N:19][C:18]([C:20]3[CH:25]=[CH:24][N:23]=[C:22]([NH:26][C:27]4[CH:28]=[CH:29][CH:30]=[CH:31][CH:32]=4)[CH:21]=3)=[N:17][C:16]=2[CH:33]=[N:34][CH:35]=1. (5) Given the reactants Cl[C:2]1[N:3]=[C:4]([N:20]2[CH2:25][CH2:24][O:23][CH2:22][CH2:21]2)[C:5]2[S:10][C:9]([C:11]3[CH:12]=[C:13]([CH:17]=[CH:18][CH:19]=3)[C:14](O)=[O:15])=[CH:8][C:6]=2[N:7]=1.[CH2:26]([NH2:28])[CH3:27].CC1(C)C(C)(C)OB([C:37]2[CH:45]=[CH:44][CH:43]=[C:42]3[C:38]=2[CH:39]=[N:40][NH:41]3)O1, predict the reaction product. The product is: [NH:41]1[C:42]2[C:38](=[C:37]([C:2]3[N:3]=[C:4]([N:20]4[CH2:21][CH2:22][O:23][CH2:24][CH2:25]4)[C:5]4[S:10][C:9]([C:11]5[CH:12]=[C:13]([CH:17]=[CH:18][CH:19]=5)[C:14]([NH:28][CH2:26][CH3:27])=[O:15])=[CH:8][C:6]=4[N:7]=3)[CH:45]=[CH:44][CH:43]=2)[CH:39]=[N:40]1. (6) The product is: [CH3:38][N:1]1[CH2:2][CH2:3][CH:4]([C:7]2[CH:12]=[CH:11][C:10]([NH:13][C:14]3[N:19]=[C:18]([CH2:20][CH2:21][C:22]4[C:27]([CH2:28][C:29]([NH2:31])=[O:30])=[CH:26][N:25]=[CH:24][N:23]=4)[C:17]([C:32]([F:35])([F:33])[F:34])=[CH:16][N:15]=3)=[CH:9][CH:8]=2)[CH2:5][CH2:6]1. Given the reactants [NH:1]1[CH2:6][CH2:5][CH:4]([C:7]2[CH:12]=[CH:11][C:10]([NH:13][C:14]3[N:19]=[C:18]([CH2:20][CH2:21][C:22]4[C:27]([CH2:28][C:29]([NH2:31])=[O:30])=[CH:26][N:25]=[CH:24][N:23]=4)[C:17]([C:32]([F:35])([F:34])[F:33])=[CH:16][N:15]=3)=[CH:9][CH:8]=2)[CH2:3][CH2:2]1.C=O.[C:38](O[BH-](OC(=O)C)OC(=O)C)(=O)C.[Na+], predict the reaction product. (7) Given the reactants [H-].[Al+3].[Li+].[H-].[H-].[H-].[Br:7][C:8]1[CH:9]=[CH:10][C:11]([C:30](OC)=[O:31])=[C:12]2[C:16]=1[N:15]=[C:14]1[N:17]([C:21]3[CH:26]=[CH:25][C:24]([O:27][CH3:28])=[CH:23][C:22]=3[CH3:29])[CH2:18][CH2:19][CH2:20][N:13]21.O.O.O.O.O.O.O.O.O.O.S([O-])([O-])(=O)=O.[Na+].[Na+].CC(OI1(OC(C)=O)(OC(C)=O)OC(=O)C2C=CC=CC1=2)=O, predict the reaction product. The product is: [Br:7][C:8]1[CH:9]=[CH:10][C:11]([CH:30]=[O:31])=[C:12]2[C:16]=1[N:15]=[C:14]1[N:17]([C:21]3[CH:26]=[CH:25][C:24]([O:27][CH3:28])=[CH:23][C:22]=3[CH3:29])[CH2:18][CH2:19][CH2:20][N:13]21.